Dataset: Full USPTO retrosynthesis dataset with 1.9M reactions from patents (1976-2016). Task: Predict the reactants needed to synthesize the given product. Given the product [CH3:25][O:26][CH2:27][CH2:28][O:29][CH2:30][O:13][CH2:12][CH2:11][O:10][C:9]1[CH:14]=[CH:15][C:6]([N+:3]([O-:5])=[O:4])=[CH:7][CH:8]=1, predict the reactants needed to synthesize it. The reactants are: N#N.[N+:3]([C:6]1[CH:15]=[CH:14][C:9]([O:10][CH2:11][CH2:12][OH:13])=[CH:8][CH:7]=1)([O-:5])=[O:4].CCN(C(C)C)C(C)C.[CH3:25][O:26][CH2:27][CH2:28][O:29][CH2:30]Cl.C([O-])(O)=O.[Na+].